Dataset: Forward reaction prediction with 1.9M reactions from USPTO patents (1976-2016). Task: Predict the product of the given reaction. Given the reactants [OH:1][C:2]1[CH:10]=[CH:9][C:5]([C:6]([OH:8])=[O:7])=[CH:4][CH:3]=1, predict the reaction product. The product is: [OH2:1].[OH:1][C:2]1[CH:10]=[CH:9][C:5]([C:6]([OH:8])=[O:7])=[CH:4][CH:3]=1.